Dataset: Full USPTO retrosynthesis dataset with 1.9M reactions from patents (1976-2016). Task: Predict the reactants needed to synthesize the given product. (1) Given the product [CH2:25]([O:24][C:22]([N:4]1[CH2:5][CH:6]([N:10]2[C:11](=[O:21])[C:12]3[C:13](=[CH:17][CH:18]=[CH:19][CH:20]=3)[C:14]2=[O:16])[C:7](=[O:8])[NH:1][CH2:2][CH2:3]1)=[O:23])[CH3:26], predict the reactants needed to synthesize it. The reactants are: [NH2:1][CH2:2][CH2:3][N:4]([C:22]([O:24][CH2:25][CH3:26])=[O:23])[CH2:5][CH:6]([NH:10][C:11](=[O:21])[C:12]1[C:13](=[CH:17][CH:18]=[CH:19][CH:20]=1)[C:14]([OH:16])=O)[C:7](O)=[O:8].CN1CCOCC1.C1(P(N=[N+]=[N-])(C2C=CC=CC=2)=O)C=CC=CC=1. (2) The reactants are: [Cl:1][CH2:2][CH2:3][CH2:4][C:5]1[C:9]2[CH:10]=[CH:11][CH:12]=[CH:13][C:8]=2[O:7][N:6]=1.[CH3:14][N:15]1[C:24]2[CH:23]=[CH:22][CH:21]=[C:20]3[C@@H:25]4[CH2:30][NH:29][CH2:28][CH2:27][C@@H:26]4[N:18]([C:19]=23)[CH2:17][CH2:16]1.N. Given the product [ClH:1].[O:7]1[C:8]2[CH:13]=[CH:12][CH:11]=[CH:10][C:9]=2[C:5]([CH2:4][CH2:3][CH2:2][N:29]2[CH2:28][CH2:27][C@@H:26]3[N:18]4[C:19]5[C:20]([C@@H:25]3[CH2:30]2)=[CH:21][CH:22]=[CH:23][C:24]=5[N:15]([CH3:14])[CH2:16][CH2:17]4)=[N:6]1, predict the reactants needed to synthesize it. (3) Given the product [C:1]([C:5]1[CH:10]=[CH:9][C:8]([S:11]([NH:14][C:15]2[CH:19]=[CH:18][S:17][C:16]=2[C:20]([OH:22])=[O:21])(=[O:12])=[O:13])=[C:7]([CH3:24])[CH:6]=1)([CH3:4])([CH3:3])[CH3:2], predict the reactants needed to synthesize it. The reactants are: [C:1]([C:5]1[CH:10]=[CH:9][C:8]([S:11]([NH:14][C:15]2[CH:19]=[CH:18][S:17][C:16]=2[C:20]([O:22]C)=[O:21])(=[O:13])=[O:12])=[C:7]([CH3:24])[CH:6]=1)([CH3:4])([CH3:3])[CH3:2].[OH-].[Li+].